The task is: Binary Classification. Given a T-cell receptor sequence (or CDR3 region) and an epitope sequence, predict whether binding occurs between them.. This data is from TCR-epitope binding with 47,182 pairs between 192 epitopes and 23,139 TCRs. (1) The epitope is ATVVIGTSK. The TCR CDR3 sequence is CAISESRGDTQYF. Result: 0 (the TCR does not bind to the epitope). (2) The epitope is LPPIVAKEI. The TCR CDR3 sequence is CASSPGLGLYEQYF. Result: 0 (the TCR does not bind to the epitope). (3) The epitope is KLGGALQAK. The TCR CDR3 sequence is CASSLSGTRNSPLHF. Result: 1 (the TCR binds to the epitope). (4) The epitope is YIFFASFYY. The TCR CDR3 sequence is CSARDGGEQYF. Result: 1 (the TCR binds to the epitope). (5) The epitope is GLCTLVAML. The TCR CDR3 sequence is CASSSLSGGYTF. Result: 1 (the TCR binds to the epitope). (6) The epitope is YFPLQSYGF. The TCR CDR3 sequence is CASSLSQSPYEQYF. Result: 1 (the TCR binds to the epitope).